This data is from NCI-60 drug combinations with 297,098 pairs across 59 cell lines. The task is: Regression. Given two drug SMILES strings and cell line genomic features, predict the synergy score measuring deviation from expected non-interaction effect. (1) Drug 1: CC12CCC3C(C1CCC2O)C(CC4=C3C=CC(=C4)O)CCCCCCCCCS(=O)CCCC(C(F)(F)F)(F)F. Drug 2: C1=NC2=C(N1)C(=S)N=CN2. Cell line: PC-3. Synergy scores: CSS=23.0, Synergy_ZIP=-5.57, Synergy_Bliss=0.700, Synergy_Loewe=-15.7, Synergy_HSA=-1.19. (2) Drug 1: CC1=CC2C(CCC3(C2CCC3(C(=O)C)OC(=O)C)C)C4(C1=CC(=O)CC4)C. Drug 2: CC12CCC3C(C1CCC2O)C(CC4=C3C=CC(=C4)O)CCCCCCCCCS(=O)CCCC(C(F)(F)F)(F)F. Cell line: IGROV1. Synergy scores: CSS=0.246, Synergy_ZIP=0.629, Synergy_Bliss=0.941, Synergy_Loewe=-1.12, Synergy_HSA=-0.623. (3) Drug 1: CC12CCC3C(C1CCC2=O)CC(=C)C4=CC(=O)C=CC34C. Drug 2: CC1C(C(CC(O1)OC2CC(CC3=C2C(=C4C(=C3O)C(=O)C5=C(C4=O)C(=CC=C5)OC)O)(C(=O)C)O)N)O.Cl. Cell line: HOP-92. Synergy scores: CSS=59.2, Synergy_ZIP=2.20, Synergy_Bliss=4.40, Synergy_Loewe=2.09, Synergy_HSA=6.09.